Task: Predict the product of the given reaction.. Dataset: Forward reaction prediction with 1.9M reactions from USPTO patents (1976-2016) (1) Given the reactants [N:1]1([CH2:7][CH2:8][O:9][C:10]2[CH:15]=[CH:14][C:13]([NH2:16])=[CH:12][CH:11]=2)[CH2:6][CH2:5][O:4][CH2:3][CH2:2]1.N([O-])=O.[Na+].[CH3:21][CH:22](C(C)=O)[C:23]([O:25][CH2:26][CH3:27])=[O:24].CC([O-])=O.[Na+].C([O-])([O-])=O.[Na+].[Na+], predict the reaction product. The product is: [CH2:26]([O:25][C:23]([C:22]1[NH:16][C:13]2[C:14]([CH:21]=1)=[CH:15][C:10]([O:9][CH2:8][CH2:7][N:1]1[CH2:6][CH2:5][O:4][CH2:3][CH2:2]1)=[CH:11][CH:12]=2)=[O:24])[CH3:27]. (2) Given the reactants [Cl:1][C:2]1[C:3]([CH3:21])=[C:4]([NH:8][S:9]([C:12]2[CH:20]=[CH:19][C:15]([C:16](O)=[O:17])=[CH:14][CH:13]=2)(=[O:11])=[O:10])[CH:5]=[CH:6][CH:7]=1.O.C(O)(=O)C.O, predict the reaction product. The product is: [Cl:1][C:2]1[C:3]([CH3:21])=[C:4]([NH:8][S:9]([C:12]2[CH:20]=[CH:19][C:15]([CH2:16][OH:17])=[CH:14][CH:13]=2)(=[O:11])=[O:10])[CH:5]=[CH:6][CH:7]=1. (3) Given the reactants [Cl:1][C:2]1[CH:3]=[CH:4][C:5]([C:23]#[N:24])=[C:6]([C:8]2[C:13]([O:14][CH3:15])=[CH:12][N:11]([CH:16]([CH2:20][CH3:21])[C:17](O)=[O:18])[C:10](=[O:22])[CH:9]=2)[CH:7]=1.[O:25]1[CH:29]=[N:28][C:27]([C:30]2[CH:36]=[CH:35][C:33]([NH2:34])=[CH:32][CH:31]=2)=[N:26]1, predict the reaction product. The product is: [Cl:1][C:2]1[CH:3]=[CH:4][C:5]([C:23]#[N:24])=[C:6]([C:8]2[C:13]([O:14][CH3:15])=[CH:12][N:11]([CH:16]([CH2:20][CH3:21])[C:17]([NH:34][C:33]3[CH:32]=[CH:31][C:30]([C:27]4[N:28]=[CH:29][O:25][N:26]=4)=[CH:36][CH:35]=3)=[O:18])[C:10](=[O:22])[CH:9]=2)[CH:7]=1. (4) Given the reactants [H-].[Na+].[CH3:3][CH:4]1[CH2:9][CH2:8][N:7]([C:10]([C:12]2[CH:20]=[CH:19][C:18]3[NH:17][C:16]4[CH2:21][CH2:22][N:23]([C:25]([O:27][C:28]([CH3:31])([CH3:30])[CH3:29])=[O:26])[CH2:24][C:15]=4[C:14]=3[CH:13]=2)=[O:11])[CH2:6][CH2:5]1.[CH2:32]([S:35](Cl)(=[O:37])=[O:36])[CH2:33][CH3:34], predict the reaction product. The product is: [CH3:3][CH:4]1[CH2:9][CH2:8][N:7]([C:10]([C:12]2[CH:20]=[CH:19][C:18]3[N:17]([S:35]([CH2:32][CH2:33][CH3:34])(=[O:37])=[O:36])[C:16]4[CH2:21][CH2:22][N:23]([C:25]([O:27][C:28]([CH3:30])([CH3:29])[CH3:31])=[O:26])[CH2:24][C:15]=4[C:14]=3[CH:13]=2)=[O:11])[CH2:6][CH2:5]1. (5) Given the reactants [CH2:1]([C@H:8]([NH:29][C:30](=[O:40])[O:31][C@@H:32]1[C@H:39]2[C@H:35]([O:36][CH2:37][CH2:38]2)[O:34][CH2:33]1)[C@@H:9]([OH:28])[CH:10]([NH:17][S:18]([C:21]1[CH:26]=[CH:25][CH:24]=[C:23]([OH:27])[CH:22]=1)(=[O:20])=[O:19])[O:11][CH:12]1[CH2:16][CH2:15][CH2:14][CH2:13]1)[C:2]1[CH:7]=[CH:6][CH:5]=[CH:4][CH:3]=1.Br[CH:42]([CH3:44])[CH3:43].C(=O)([O-])[O-].[K+].[K+], predict the reaction product. The product is: [CH2:1]([C@H:8]([NH:29][C:30](=[O:40])[O:31][C@@H:32]1[C@H:39]2[C@H:35]([O:36][CH2:37][CH2:38]2)[O:34][CH2:33]1)[C@@H:9]([OH:28])[CH:10]([NH:17][S:18]([C:21]1[CH:26]=[CH:25][CH:24]=[C:23]([O:27][CH:42]([CH3:44])[CH3:43])[CH:22]=1)(=[O:20])=[O:19])[O:11][CH:12]1[CH2:13][CH2:14][CH2:15][CH2:16]1)[C:2]1[CH:7]=[CH:6][CH:5]=[CH:4][CH:3]=1. (6) Given the reactants F[C:2]1[C:7]([I:8])=[CH:6][CH:5]=[CH:4][N:3]=1.[O:9]1[CH:13]=[CH:12][CH:11]=[C:10]1[CH2:14][OH:15], predict the reaction product. The product is: [O:9]1[CH:13]=[CH:12][CH:11]=[C:10]1[CH2:14][O:15][C:2]1[C:7]([I:8])=[CH:6][CH:5]=[CH:4][N:3]=1. (7) The product is: [Cl:1][C:2]1[CH:21]=[CH:20][C:19]([CH2:22][NH:24][CH2:25][CH2:26][S:27][CH2:28][CH2:29][OH:30])=[CH:18][C:3]=1[C:4]([NH:6][CH2:7][C:8]12[CH2:17][CH:12]3[CH2:11][CH:10]([CH2:16][CH:14]([CH2:13]3)[CH2:15]1)[CH2:9]2)=[O:5]. Given the reactants [Cl:1][C:2]1[CH:21]=[CH:20][C:19]([CH:22]=O)=[CH:18][C:3]=1[C:4]([NH:6][CH2:7][C:8]12[CH2:17][CH:12]3[CH2:13][CH:14]([CH2:16][CH:10]([CH2:11]3)[CH2:9]1)[CH2:15]2)=[O:5].[NH2:24][CH2:25][CH2:26][S:27][CH2:28][CH2:29][OH:30].C(O[BH-](OC(=O)C)OC(=O)C)(=O)C.[Na+], predict the reaction product. (8) Given the reactants C([N:8]1[CH2:12][CH2:11][CH:10]([C:13]2[CH:18]=[CH:17][C:16]([NH:19][S:20]([C:23]3[CH:28]=[CH:27][C:26]([CH:29]([CH3:31])[CH3:30])=[CH:25][CH:24]=3)(=[O:22])=[O:21])=[C:15]([F:32])[CH:14]=2)[CH2:9]1)C1C=CC=CC=1, predict the reaction product. The product is: [F:32][C:15]1[CH:14]=[C:13]([CH:10]2[CH2:11][CH2:12][NH:8][CH2:9]2)[CH:18]=[CH:17][C:16]=1[NH:19][S:20]([C:23]1[CH:28]=[CH:27][C:26]([CH:29]([CH3:31])[CH3:30])=[CH:25][CH:24]=1)(=[O:22])=[O:21]. (9) Given the reactants Br[C:2]1[S:3][CH:4]=[C:5]([CH:7]([OH:10])[CH2:8][OH:9])[N:6]=1.[C:11]([O:15][C:16]([N:18]1[CH:22]=[CH:21][CH:20]=[C:19]1B(O)O)=[O:17])([CH3:14])([CH3:13])[CH3:12].C1(P(C2C=CC=CC=2)C2C=CC=CC=2)C=CC=CC=1.C(=O)([O-])[O-].[K+].[K+], predict the reaction product. The product is: [OH:10][CH:7]([C:5]1[N:6]=[C:2]([C:19]2[N:18]([C:16]([O:15][C:11]([CH3:14])([CH3:13])[CH3:12])=[O:17])[CH:22]=[CH:21][CH:20]=2)[S:3][CH:4]=1)[CH2:8][OH:9].